Dataset: Forward reaction prediction with 1.9M reactions from USPTO patents (1976-2016). Task: Predict the product of the given reaction. (1) Given the reactants F[C:2]1[CH:3]=[C:4]([CH:9]=[CH:10][C:11]=1[N+:12]([O-:14])=[O:13])[C:5]([O:7][CH3:8])=[O:6].[NH2:15][CH2:16][C@@H:17]1[CH2:21][CH2:20][N:19]([C:22]([O:24][C:25]([CH3:28])([CH3:27])[CH3:26])=[O:23])[CH2:18]1, predict the reaction product. The product is: [CH3:8][O:7][C:5]([C:4]1[CH:9]=[CH:10][C:11]([N+:12]([O-:14])=[O:13])=[C:2]([NH:15][CH2:16][C@@H:17]2[CH2:21][CH2:20][N:19]([C:22]([O:24][C:25]([CH3:28])([CH3:27])[CH3:26])=[O:23])[CH2:18]2)[CH:3]=1)=[O:6]. (2) Given the reactants [CH2:1]([O:3][C:4]([C@H:6]1[CH2:8][C@@H:7]1[C:9]1[CH:14]=[CH:13][C:12]([O:15][C@H:16]2[C:24]3[C:19](=[C:20]([O:26][C:27]4[CH:32]=[CH:31][C:30]([O:33]CC5C=CC=CC=5)=[CH:29][CH:28]=4)[CH:21]=[CH:22][C:23]=3[F:25])[CH2:18][CH2:17]2)=[CH:11][CH:10]=1)=[O:5])[CH3:2], predict the reaction product. The product is: [CH2:1]([O:3][C:4]([C@H:6]1[CH2:8][C@@H:7]1[C:9]1[CH:10]=[CH:11][C:12]([O:15][C@H:16]2[C:24]3[C:19](=[C:20]([O:26][C:27]4[CH:32]=[CH:31][C:30]([OH:33])=[CH:29][CH:28]=4)[CH:21]=[CH:22][C:23]=3[F:25])[CH2:18][CH2:17]2)=[CH:13][CH:14]=1)=[O:5])[CH3:2]. (3) Given the reactants [CH2:1]([NH:3][C:4](=[O:28])[C:5]1[CH:10]=[C:9]([C:11]2[CH:19]=[C:18]3[C:14]([C:15]([C:20]4[CH2:21][CH2:22][NH:23][CH2:24][CH:25]=4)=[N:16][NH:17]3)=[CH:13][CH:12]=2)[C:8]([CH3:26])=[C:7]([F:27])[CH:6]=1)[CH3:2].C([O-])=O.[NH4+], predict the reaction product. The product is: [CH2:1]([NH:3][C:4](=[O:28])[C:5]1[CH:10]=[C:9]([C:11]2[CH:19]=[C:18]3[C:14]([C:15]([CH:20]4[CH2:21][CH2:22][NH:23][CH2:24][CH2:25]4)=[N:16][NH:17]3)=[CH:13][CH:12]=2)[C:8]([CH3:26])=[C:7]([F:27])[CH:6]=1)[CH3:2]. (4) Given the reactants [I:1][C:2]1[CH:7]=[CH:6][N:5]=[C:4]([N:8]2[C:16]3[C:11](=[CH:12][C:13]([O:17][CH3:18])=[CH:14][CH:15]=3)[C:10]([C:19]([OH:21])=O)=[N:9]2)[CH:3]=1.[Cl-].[NH4+:23], predict the reaction product. The product is: [I:1][C:2]1[CH:7]=[CH:6][N:5]=[C:4]([N:8]2[C:16]3[C:11](=[CH:12][C:13]([O:17][CH3:18])=[CH:14][CH:15]=3)[C:10]([C:19]([NH2:23])=[O:21])=[N:9]2)[CH:3]=1. (5) Given the reactants [NH2:1][C:2]1[C:3]2[C:10](Br)=[CH:9][N:8]([CH:12]3[CH2:15][N:14]([C:16]([O:18][C:19]([CH3:22])([CH3:21])[CH3:20])=[O:17])[CH2:13]3)[C:4]=2[N:5]=[CH:6][N:7]=1.[CH3:23][C:24]1[CH:25]=[C:26]([CH2:30][C:31]([N:33]2[C:41]3[C:36](=[CH:37][C:38](B4OC(C)(C)C(C)(C)O4)=[CH:39][CH:40]=3)[CH2:35][CH2:34]2)=[O:32])[CH:27]=[CH:28][CH:29]=1.C([O-])(O)=O.[Na+].N#N, predict the reaction product. The product is: [NH2:1][C:2]1[C:3]2[C:10]([C:38]3[CH:37]=[C:36]4[C:41](=[CH:40][CH:39]=3)[N:33]([C:31](=[O:32])[CH2:30][C:26]3[CH:27]=[CH:28][CH:29]=[C:24]([CH3:23])[CH:25]=3)[CH2:34][CH2:35]4)=[CH:9][N:8]([CH:12]3[CH2:15][N:14]([C:16]([O:18][C:19]([CH3:22])([CH3:21])[CH3:20])=[O:17])[CH2:13]3)[C:4]=2[N:5]=[CH:6][N:7]=1. (6) The product is: [F:1][C:2]1[CH:3]=[C:4]([C:9]2([O:14][CH3:15])[CH2:13][CH2:12][N:11]([CH2:23][CH:24]([CH3:26])[CH3:25])[CH2:10]2)[CH:5]=[CH:6][C:7]=1[F:8]. Given the reactants [F:1][C:2]1[CH:3]=[C:4]([C:9]2([O:14][CH3:15])[CH2:13][CH2:12][NH:11][CH2:10]2)[CH:5]=[CH:6][C:7]=1[F:8].C(=O)([O-])[O-].[K+].[K+].Br[CH2:23][CH:24]([CH3:26])[CH3:25], predict the reaction product. (7) Given the reactants OC1C(=O)N=C(CC2(C3C4C(=CC=CC=4)C=CC=3)CCCC2)N2CCNC(=O)C=12.C([O:37][C:38]1[C:43](=[O:44])[N:42]=[C:41]([CH2:45][C:46]2([C:51]3[CH:56]=[CH:55][C:54]([Cl:57])=[CH:53][CH:52]=3)[CH2:50][CH2:49][CH2:48][CH2:47]2)[N:40]2[CH2:58][CH2:59][NH:60][C:61](=[O:62])[C:39]=12)C1C=CC=CC=1, predict the reaction product. The product is: [Cl:57][C:54]1[CH:55]=[CH:56][C:51]([C:46]2([CH2:45][C:41]3[N:40]4[CH2:58][CH2:59][NH:60][C:61](=[O:62])[C:39]4=[C:38]([OH:37])[C:43](=[O:44])[N:42]=3)[CH2:50][CH2:49][CH2:48][CH2:47]2)=[CH:52][CH:53]=1. (8) Given the reactants F[C:2]1[CH:10]=[CH:9][C:5]([C:6]([OH:8])=[O:7])=[C:4]([Cl:11])[CH:3]=1.[CH3:12][O-:13].[Na+].Cl, predict the reaction product. The product is: [CH3:12][O:13][C:2]1[CH:10]=[CH:9][C:5]([C:6]([OH:8])=[O:7])=[C:4]([Cl:11])[CH:3]=1. (9) Given the reactants CCN(CC)CC.Cl.Cl.[N:10]1([C:16]2[C:17]3[CH:24]=[CH:23][NH:22][C:18]=3[N:19]=[CH:20][N:21]=2)[CH2:15][CH2:14][NH:13][CH2:12][CH2:11]1.[C:25]([O:29][C:30]([NH:32][CH2:33][C@H:34]([CH2:38][C:39]1[CH:44]=[CH:43][C:42]([Cl:45])=[CH:41][CH:40]=1)[C:35](O)=[O:36])=[O:31])([CH3:28])([CH3:27])[CH3:26].CCN=C=NCCCN(C)C.C1C=CC2N(O)N=NC=2C=1, predict the reaction product. The product is: [C:25]([O:29][C:30](=[O:31])[NH:32][CH2:33][C@H:34]([CH2:38][C:39]1[CH:40]=[CH:41][C:42]([Cl:45])=[CH:43][CH:44]=1)[C:35](=[O:36])[N:13]1[CH2:12][CH2:11][N:10]([C:16]2[C:17]3[CH:24]=[CH:23][NH:22][C:18]=3[N:19]=[CH:20][N:21]=2)[CH2:15][CH2:14]1)([CH3:28])([CH3:26])[CH3:27]. (10) Given the reactants [CH3:1][CH:2]1[NH:7][CH2:6][C:5]2[N:8]=[N:9][N:10]([C:11]3[CH:16]=[CH:15][CH:14]=[CH:13][N:12]=3)[C:4]=2[CH2:3]1.[Cl:17][C:18]1[C:26]([Cl:27])=[C:25]([F:28])[CH:24]=[CH:23][C:19]=1[C:20](O)=[O:21], predict the reaction product. The product is: [Cl:17][C:18]1[C:26]([Cl:27])=[C:25]([F:28])[CH:24]=[CH:23][C:19]=1[C:20]([N:7]1[CH:2]([CH3:1])[CH2:3][C:4]2[N:10]([C:11]3[CH:16]=[CH:15][CH:14]=[CH:13][N:12]=3)[N:9]=[N:8][C:5]=2[CH2:6]1)=[O:21].